This data is from Reaction yield outcomes from USPTO patents with 853,638 reactions. The task is: Predict the reaction yield, written as a fraction of the theoretical maximum amount of product (1.0 means a 100% yield; for example, 0.34 means a 34% yield). (1) The catalyst is C(S)CC. The reactants are C[O:2][C:3]1[C:4]2[C:5]3[C:6]([O:32]C)=[CH:7][CH:8]=[C:9]([CH:31]=3)[C@H:10]([NH:29]C)[C:11](=[O:28])[NH:12][C@@H:13]([CH3:27])[C:14](=[O:26])[NH:15][C@H:16]([C:22]([O:24]C)=[O:23])[CH2:17][C:18]([CH:21]=2)=[CH:19][CH:20]=1.[Al](Br)(Br)Br. The product is [NH2:29][C@H:10]1[C:9]2[CH:31]=[C:5]([C:6]([OH:32])=[CH:7][CH:8]=2)[C:4]2=[CH:21][C:18](=[CH:19][CH:20]=[C:3]2[OH:2])[CH2:17][C@@H:16]([C:22]([OH:24])=[O:23])[NH:15][C:14](=[O:26])[C@H:13]([CH3:27])[NH:12][C:11]1=[O:28]. The yield is 0.970. (2) The reactants are Cl[C:2]1[N:10]=[C:9]([Cl:11])[CH:8]=[CH:7][C:3]=1[C:4]([OH:6])=[O:5].Cl.[NH3:13]. No catalyst specified. The product is [NH2:13][C:2]1[N:10]=[C:9]([Cl:11])[CH:8]=[CH:7][C:3]=1[C:4]([OH:6])=[O:5]. The yield is 0.900. (3) The reactants are [Cl:1][C:2]1[C:7]([Cl:8])=[CH:6][CH:5]=[CH:4][C:3]=1[N:9]1[C:13]([NH:14][CH2:15][C:16]2[CH:21]=[CH:20][N:19]=[C:18](F)[CH:17]=2)=[N:12][N:11]=[N:10]1.[NH:23]1[CH2:27][CH2:26][CH2:25][CH2:24]1. The catalyst is O1CCCC1. The product is [Cl:1][C:2]1[C:7]([Cl:8])=[CH:6][CH:5]=[CH:4][C:3]=1[N:9]1[C:13]([NH:14][CH2:15][C:16]2[CH:21]=[CH:20][N:19]=[C:18]([N:23]3[CH2:27][CH2:26][CH2:25][CH2:24]3)[CH:17]=2)=[N:12][N:11]=[N:10]1. The yield is 0.140.